Dataset: Reaction yield outcomes from USPTO patents with 853,638 reactions. Task: Predict the reaction yield, written as a fraction of the theoretical maximum amount of product (1.0 means a 100% yield; for example, 0.34 means a 34% yield). (1) The reactants are [CH3:1][O:2][C:3](=[O:22])[C:4]1[CH:12]=[CH:11][C:7]([C:8]([NH2:10])=O)=[CH:6][C:5]=1C1C=CC=CC=1[N+]([O-])=O.[C:23](O)(=O)[CH3:24]. The catalyst is [Fe]. The product is [N:10]1[C:8]2[CH:7]=[CH:6][CH:5]=[CH:23][C:24]=2[NH:10][C:8]=1[C:7]1[CH:6]=[CH:5][C:4]([C:3]([O:2][CH3:1])=[O:22])=[CH:12][CH:11]=1. The yield is 0.860. (2) The reactants are [H-].[Al+3].[Li+].[H-].[H-].[H-].C([O:9][C:10](=O)[CH2:11][N:12]1[C@H:21]2[C@@H:16]([CH2:17][CH2:18][CH2:19][CH2:20]2)[NH:15][C:14](=O)[CH2:13]1)C.O.O.O.O.O.O.O.O.O.O.S([O-])([O-])(=O)=O.[Na+].[Na+]. The catalyst is O1CCOCC1. The product is [N:12]1([CH2:11][CH2:10][OH:9])[C@H:21]2[C@@H:16]([CH2:17][CH2:18][CH2:19][CH2:20]2)[NH:15][CH2:14][CH2:13]1. The yield is 0.970. (3) The reactants are [Cl:1][C:2]1[CH:3]=[C:4]([CH:7]=[C:8]([OH:11])[C:9]=1[OH:10])[CH:5]=[O:6].[C:12]([O-])([O-])=O.[Cs+].[Cs+].O. The catalyst is CN(C=O)C. The product is [Cl:1][C:2]1[C:9]2[O:10][CH2:12][O:11][C:8]=2[CH:7]=[C:4]([CH:5]=[O:6])[CH:3]=1. The yield is 0.700. (4) The product is [CH:10]([O:1][C:2]1[CH:3]=[C:4]([OH:8])[CH:5]=[CH:6][CH:7]=1)([CH3:12])[CH3:11]. The yield is 0.430. The catalyst is C(O)C.O. The reactants are [OH:1][C:2]1[CH:3]=[C:4]([OH:8])[CH:5]=[CH:6][CH:7]=1.I[CH:10]([CH3:12])[CH3:11].[OH-].[K+].[OH-].[Na+]. (5) The reactants are [C:1]([Si:5]([C:39]1[CH:44]=[CH:43][CH:42]=[CH:41][CH:40]=1)([C:33]1[CH:38]=[CH:37][CH:36]=[CH:35][CH:34]=1)[O:6][CH2:7][C:8]([C:11]1[CH:15]=[C:14]([NH:16][C:17](=[O:32])[C:18]([S:21]([CH2:24][CH:25]2[CH2:30][CH2:29][CH:28]([OH:31])[CH2:27][CH2:26]2)(=[O:23])=[O:22])([CH3:20])[CH3:19])[O:13][N:12]=1)([CH3:10])[CH3:9])([CH3:4])([CH3:3])[CH3:2].[Cr](Cl)([O-])(=O)=O.[NH+]1C=CC=CC=1. The catalyst is C(Cl)Cl.C(OCC)C. The product is [C:1]([Si:5]([C:33]1[CH:34]=[CH:35][CH:36]=[CH:37][CH:38]=1)([C:39]1[CH:44]=[CH:43][CH:42]=[CH:41][CH:40]=1)[O:6][CH2:7][C:8]([C:11]1[CH:15]=[C:14]([NH:16][C:17](=[O:32])[C:18]([CH3:20])([S:21]([CH2:24][CH:25]2[CH2:30][CH2:29][C:28](=[O:31])[CH2:27][CH2:26]2)(=[O:23])=[O:22])[CH3:19])[O:13][N:12]=1)([CH3:10])[CH3:9])([CH3:2])([CH3:3])[CH3:4]. The yield is 0.540. (6) The reactants are [C:1]1([C:7]2[O:11][N:10]=[C:9]([C:12](O)=[O:13])[C:8]=2[C:15]([F:18])([F:17])[F:16])[CH:6]=[CH:5][CH:4]=[CH:3][CH:2]=1.N1C=CC=CC=1.N1C(F)=NC(F)=NC=1[F:27]. The catalyst is ClCCl. The product is [C:1]1([C:7]2[O:11][N:10]=[C:9]([C:12]([F:27])=[O:13])[C:8]=2[C:15]([F:18])([F:17])[F:16])[CH:6]=[CH:5][CH:4]=[CH:3][CH:2]=1. The yield is 1.00.